From a dataset of Catalyst prediction with 721,799 reactions and 888 catalyst types from USPTO. Predict which catalyst facilitates the given reaction. (1) Reactant: C([N:8]1[CH2:17][CH2:16][C:15]2[N:14]=[C:13]([Cl:18])[CH:12]=[CH:11][C:10]=2[CH2:9]1)C1C=CC=CC=1.ClC(OC(Cl)C)=O. Product: [ClH:18].[Cl:18][C:13]1[CH:12]=[CH:11][C:10]2[CH2:9][NH:8][CH2:17][CH2:16][C:15]=2[N:14]=1. The catalyst class is: 344. (2) Reactant: [CH:1]1([CH2:6][C@H:7]([C:11]2[CH:16]=[CH:15][C:14]([S:17]([CH:20]([CH3:22])[CH3:21])(=[O:19])=[O:18])=[CH:13][CH:12]=2)[C:8](O)=[O:9])[CH2:5][CH2:4][CH2:3][CH2:2]1.C(Cl)(=O)C(Cl)=O.[NH2:29][C:30]1[CH:34]=[CH:33][N:32]([CH2:35][C:36]([CH3:39])([OH:38])[CH3:37])[N:31]=1.N1C(C)=CC=CC=1C. Product: [CH:1]1([CH2:6][C@H:7]([C:11]2[CH:16]=[CH:15][C:14]([S:17]([CH:20]([CH3:22])[CH3:21])(=[O:18])=[O:19])=[CH:13][CH:12]=2)[C:8]([NH:29][C:30]2[CH:34]=[CH:33][N:32]([CH2:35][C:36]([OH:38])([CH3:37])[CH3:39])[N:31]=2)=[O:9])[CH2:2][CH2:3][CH2:4][CH2:5]1. The catalyst class is: 306. (3) Reactant: [CH3:1][CH:2]1[CH2:7][CH2:6][CH:5]([CH2:8][OH:9])[CH2:4][CH2:3]1.CC(OI1(OC(C)=O)(OC(C)=O)OC(=O)C2C=CC=CC1=2)=O. Product: [CH3:1][CH:2]1[CH2:7][CH2:6][CH:5]([CH:8]=[O:9])[CH2:4][CH2:3]1. The catalyst class is: 797.